This data is from Forward reaction prediction with 1.9M reactions from USPTO patents (1976-2016). The task is: Predict the product of the given reaction. (1) The product is: [C:16]1([C:22]2[C:26]3[CH:27]=[CH:28][C:29]([O:34][CH:35]([CH2:43][CH2:44][CH3:45])[CH2:36][CH2:37][S:13][C:10]4[CH:9]=[CH:8][C:7]([O:6][CH2:5][C:4]([OH:3])=[O:15])=[CH:12][CH:11]=4)=[C:30]([CH2:31][CH2:32][CH3:33])[C:25]=3[O:24][N:23]=2)[CH:17]=[CH:18][CH:19]=[CH:20][CH:21]=1. Given the reactants C([O:3][C:4](=[O:15])[CH2:5][O:6][C:7]1[CH:12]=[CH:11][C:10]([SH:13])=[CH:9][C:8]=1C)C.[C:16]1([C:22]2[C:26]3[CH:27]=[CH:28][C:29]([O:34][CH:35]([CH2:43][CH2:44][CH3:45])[CH2:36][CH2:37]OS(C)(=O)=O)=[C:30]([CH2:31][CH2:32][CH3:33])[C:25]=3[O:24][N:23]=2)[CH:21]=[CH:20][CH:19]=[CH:18][CH:17]=1, predict the reaction product. (2) Given the reactants C([Sn](=O)CCCC)CCC.[CH2:11]([CH:13]([CH2:16][CH2:17][CH2:18][CH3:19])[CH2:14][OH:15])[CH3:12].[CH2:20]([Sn:24]([CH2:53][CH2:54][CH2:55][CH3:56])([O:44][CH2:45][CH:46]([CH2:51][CH3:52])[CH2:47][CH2:48][CH2:49][CH3:50])O[Sn:24]([CH2:20][CH2:21][CH2:22][CH3:23])([CH2:53][CH2:54][CH2:55][CH3:56])[O:44][CH2:45][CH:46]([CH2:51][CH3:52])[CH2:47][CH2:48][CH2:49][CH3:50])[CH2:21][CH2:22][CH3:23], predict the reaction product. The product is: [CH2:53]([Sn:24]([CH2:20][CH2:21][CH2:22][CH3:23])([O:44][CH2:45][CH:46]([CH2:51][CH3:52])[CH2:47][CH2:48][CH2:49][CH3:50])[O:15][CH2:14][CH:13]([CH2:11][CH3:12])[CH2:16][CH2:17][CH2:18][CH3:19])[CH2:54][CH2:55][CH3:56]. (3) Given the reactants [B:10]1([B:10]2[O:14][C:13]([CH3:16])([CH3:15])[C:12]([CH3:18])([CH3:17])[O:11]2)[O:14][C:13]([CH3:16])([CH3:15])[C:12]([CH3:18])([CH3:17])[O:11]1.CC([O-])=O.[K+].N#N.[CH:26]([C:28]1[C:33]([CH3:34])=[CH:32][C:31]([O:35][CH:36]2[CH2:41][CH2:40][CH2:39][CH2:38][O:37]2)=[CH:30][C:29]=1OS(C(F)(F)F)(=O)=O)=[O:27], predict the reaction product. The product is: [CH3:34][C:33]1[CH:32]=[C:31]([O:35][CH:36]2[CH2:41][CH2:40][CH2:39][CH2:38][O:37]2)[CH:30]=[C:29]([B:10]2[O:11][C:12]([CH3:17])([CH3:18])[C:13]([CH3:15])([CH3:16])[O:14]2)[C:28]=1[CH:26]=[O:27]. (4) Given the reactants [NH2:1][C:2]1[CH:11]=[CH:10][C:5]([C:6]([O:8][CH3:9])=[O:7])=[C:4]([Cl:12])[C:3]=1[C:13]#[C:14][Si:15]([CH3:18])([CH3:17])[CH3:16].NC1C(OC)=CC([C:24](OC)=[O:25])=C(Cl)C=1I.NC1C=CC(C(OC)=O)=C(Cl)C=1I.NC1C(I)=CC(C(OC)=O)=C(Cl)C=1, predict the reaction product. The product is: [NH2:1][C:2]1[C:11]([O:25][CH3:24])=[CH:10][C:5]([C:6]([O:8][CH3:9])=[O:7])=[C:4]([Cl:12])[C:3]=1[C:13]#[C:14][Si:15]([CH3:16])([CH3:18])[CH3:17]. (5) Given the reactants [CH:1]([C:3]1[CH:12]=[CH:11][C:10]2[C:5](=[C:6]([N:13]3[CH2:18][CH2:17][CH:16]([CH2:19][NH:20][C:21](=[O:27])[O:22][C:23]([CH3:26])([CH3:25])[CH3:24])[CH2:15][CH2:14]3)[CH:7]=[CH:8][CH:9]=2)[N:4]=1)=O.[NH:28]([C:30]1[CH:35]=[C:34]([I:36])[CH:33]=[CH:32][N:31]=1)[NH2:29], predict the reaction product. The product is: [I:36][C:34]1[CH:33]=[CH:32][N:31]=[C:30]([NH:28][N:29]=[CH:1][C:3]2[CH:12]=[CH:11][C:10]3[C:5](=[C:6]([N:13]4[CH2:14][CH2:15][CH:16]([CH2:19][NH:20][C:21](=[O:27])[O:22][C:23]([CH3:25])([CH3:26])[CH3:24])[CH2:17][CH2:18]4)[CH:7]=[CH:8][CH:9]=3)[N:4]=2)[CH:35]=1. (6) Given the reactants [CH3:1][C:2]1[CH:7]=[CH:6][C:5]([S:8]([CH2:11][CH2:12][CH3:13])(=[O:10])=[O:9])=[CH:4][CH:3]=1.[Br:14]N1C(=O)CCC1=O.S(=O)(=O)(O)O, predict the reaction product. The product is: [Br:14][C:3]1[CH:4]=[C:5]([S:8]([CH2:11][CH2:12][CH3:13])(=[O:10])=[O:9])[CH:6]=[CH:7][C:2]=1[CH3:1].